Dataset: Full USPTO retrosynthesis dataset with 1.9M reactions from patents (1976-2016). Task: Predict the reactants needed to synthesize the given product. (1) The reactants are: [F:1][C:2]1[CH:3]=[CH:4][C:5]([SH:11])=[C:6]([CH:10]=1)[C:7]([OH:9])=[O:8].S[C:13]1[CH:21]=[CH:20][CH:19]=[CH:18][C:14]=1[C:15]([OH:17])=[O:16].BrC1C=CC=CC=1C(O)=O. Given the product [C:15]([C:14]1[CH:18]=[CH:19][CH:20]=[CH:21][C:13]=1[S:11][C:5]1[CH:4]=[CH:3][C:2]([F:1])=[CH:10][C:6]=1[C:7]([OH:9])=[O:8])([OH:17])=[O:16], predict the reactants needed to synthesize it. (2) Given the product [CH3:16][C:11]1([CH3:17])[C:12]([CH3:15])([CH3:14])[O:13][B:9]([C:8]2[CH:2]=[CH:3][C:4]([NH2:28])=[N:5][CH:7]=2)[O:10]1, predict the reactants needed to synthesize it. The reactants are: F[C:2]1[CH:3]=[C:4](C=[CH:7][C:8]=1[B:9]1[O:13][C:12]([CH3:15])([CH3:14])[C:11]([CH3:17])([CH3:16])[O:10]1)[NH2:5].[O-]P([O-])([O-])=O.[K+].[K+].[K+].CC#[N:28]. (3) Given the product [CH2:18]([O:17][C:16]1[CH:15]=[CH:14][C:4]([C:5]([NH:7][C:8]2[CH:13]=[CH:12][CH:11]=[CH:10][CH:9]=2)=[O:6])=[CH:3][C:2]=1[NH:1][C:26]1[CH:25]=[CH:24][CH:23]=[C:22]([C:21]([F:50])([F:49])[F:20])[CH:27]=1)[CH3:19], predict the reactants needed to synthesize it. The reactants are: [NH2:1][C:2]1[CH:3]=[C:4]([CH:14]=[CH:15][C:16]=1[O:17][CH2:18][CH3:19])[C:5]([NH:7][C:8]1[CH:13]=[CH:12][CH:11]=[CH:10][CH:9]=1)=[O:6].[F:20][C:21]([F:50])([F:49])[C:22]1[CH:23]=[C:24]([Bi]([C:24]2[CH:25]=[CH:26][CH:27]=[C:22]([C:21]([F:50])([F:49])[F:20])[CH:23]=2)[C:24]2[CH:25]=[CH:26][CH:27]=[C:22]([C:21]([F:50])([F:49])[F:20])[CH:23]=2)[CH:25]=[CH:26][CH:27]=1.C(N(CC)CC)C. (4) Given the product [CH:22]1([C:25]2[N:30]=[C:29]([C:31]3[NH:1][C:2]4=[N:7][C:6]([N:8]5[CH2:13][CH2:12][CH2:11][C@@H:10]([C:14]([N:16]([CH3:18])[CH3:17])=[O:15])[CH2:9]5)=[CH:5][CH:4]=[C:3]4[N:19]=3)[CH:28]=[CH:27][CH:26]=2)[CH2:24][CH2:23]1, predict the reactants needed to synthesize it. The reactants are: [NH2:1][C:2]1[N:7]=[C:6]([N:8]2[CH2:13][CH2:12][CH2:11][C@@H:10]([C:14]([N:16]([CH3:18])[CH3:17])=[O:15])[CH2:9]2)[CH:5]=[CH:4][C:3]=1[N+:19]([O-])=O.[CH:22]1([C:25]2[N:30]=[C:29]([CH:31]=O)[CH:28]=[CH:27][CH:26]=2)[CH2:24][CH2:23]1. (5) Given the product [CH2:1]([O:3][C:4](=[O:18])[C:5]([CH2:16][NH2:17])([CH3:15])[CH2:6][CH2:7][O:8][C:9](=[O:14])[C:10]([CH3:11])([CH3:13])[CH3:12])[CH3:2], predict the reactants needed to synthesize it. The reactants are: [CH2:1]([O:3][C:4](=[O:18])[C:5]([C:16]#[N:17])([CH3:15])[CH2:6][CH2:7][O:8][C:9](=[O:14])[C:10]([CH3:13])([CH3:12])[CH3:11])[CH3:2].C(O)C.Cl.[H][H]. (6) Given the product [CH:1]([C:4]1[CH:5]=[CH:6][C:7]([S:10][C:11]2[C:16]([CH3:17])=[C:15]([C:18]([F:20])([F:21])[F:19])[N:14]=[CH:13][C:12]=2[C:22]([OH:24])=[O:23])=[CH:8][CH:9]=1)([CH3:3])[CH3:2], predict the reactants needed to synthesize it. The reactants are: [CH:1]([C:4]1[CH:9]=[CH:8][C:7]([S:10][C:11]2[C:16]([CH3:17])=[C:15]([C:18]([F:21])([F:20])[F:19])[N:14]=[CH:13][C:12]=2[C:22]([O:24]C)=[O:23])=[CH:6][CH:5]=1)([CH3:3])[CH3:2].[OH-].[Na+].